This data is from Full USPTO retrosynthesis dataset with 1.9M reactions from patents (1976-2016). The task is: Predict the reactants needed to synthesize the given product. (1) Given the product [Br:2][C:1]([Br:5])=[CH:33][CH2:32][CH:31]([CH2:25][CH2:26][CH2:27][CH2:28][CH2:29][CH3:30])[CH2:35][CH2:36][CH2:37][CH2:38][CH2:39][CH2:40][CH2:41][CH3:42], predict the reactants needed to synthesize it. The reactants are: [C:1]([Br:5])(Br)(Br)[Br:2].C1(P(C2C=CC=CC=2)C2C=CC=CC=2)C=CC=CC=1.[CH2:25]([CH:31]([CH2:35][CH2:36][CH2:37][CH2:38][CH2:39][CH2:40][CH2:41][CH3:42])[CH2:32][CH:33]=O)[CH2:26][CH2:27][CH2:28][CH2:29][CH3:30].O. (2) Given the product [Br:1][C:2]1[CH:3]=[CH:4][C:5]2[NH:10][C:9](=[O:11])[O:8][C:7](=[O:12])[C:6]=2[C:13]=1[OH:14], predict the reactants needed to synthesize it. The reactants are: [Br:1][C:2]1[CH:3]=[CH:4][C:5]2[NH:10][C:9](=[O:11])[O:8][C:7](=[O:12])[C:6]=2[C:13]=1[O:14]C.[Al+3].[Cl-].[Cl-].[Cl-]. (3) Given the product [Cl:1][C:2]1[CH:3]=[CH:4][C:5]([C:8]2[CH:9]=[C:10]([NH:20][C:27]([C:22]3[CH:23]=[CH:24][CH:25]=[CH:26][N:21]=3)=[O:28])[CH:11]=[N:12][C:13]=2[O:14][CH2:15][C:16]([F:17])([F:18])[F:19])=[CH:6][CH:7]=1, predict the reactants needed to synthesize it. The reactants are: [Cl:1][C:2]1[CH:7]=[CH:6][C:5]([C:8]2[CH:9]=[C:10]([NH2:20])[CH:11]=[N:12][C:13]=2[O:14][CH2:15][C:16]([F:19])([F:18])[F:17])=[CH:4][CH:3]=1.[N:21]1[CH:26]=[CH:25][CH:24]=[CH:23][C:22]=1[C:27](O)=[O:28]. (4) Given the product [CH:9]([O:8][C:6]1[CH:5]=[CH:4][C:3]([N+:12]([O-:14])=[O:13])=[C:2]([CH3:1])[CH:7]=1)([CH3:10])[CH3:16], predict the reactants needed to synthesize it. The reactants are: [CH3:1][C:2]1[CH:7]=[C:6]([O:8][CH2:9][CH2:10]C)[CH:5]=[CH:4][C:3]=1[N+:12]([O-:14])=[O:13].Br[CH:16](C)C. (5) Given the product [CH2:1]([O:8][C:9](=[O:23])[CH2:10][C@H:11]([NH:15][C:16]([O:18][C:19]([CH3:21])([CH3:20])[CH3:22])=[O:17])[CH2:12][OH:13])[C:2]1[CH:7]=[CH:6][CH:5]=[CH:4][CH:3]=1, predict the reactants needed to synthesize it. The reactants are: [CH2:1]([O:8][C:9](=[O:23])[CH2:10][C@H:11]([NH:15][C:16]([O:18][C:19]([CH3:22])([CH3:21])[CH3:20])=[O:17])[C:12](O)=[O:13])[C:2]1[CH:7]=[CH:6][CH:5]=[CH:4][CH:3]=1.CN1CCOCC1.ClC(OCC(C)C)=O.[BH4-].[Na+]. (6) Given the product [C:18]([C:10]1[N:11]=[C:12]([N:13]2[CH2:17][CH2:16][CH2:15][CH2:14]2)[N:8]([CH2:7][C:6]2[CH:5]=[CH:4][C:3]([O:2][CH3:1])=[CH:25][CH:24]=2)[N:9]=1)#[CH:19], predict the reactants needed to synthesize it. The reactants are: [CH3:1][O:2][C:3]1[CH:25]=[CH:24][C:6]([CH2:7][N:8]2[C:12]([N:13]3[CH2:17][CH2:16][CH2:15][CH2:14]3)=[N:11][C:10]([C:18]#[C:19][Si](C)(C)C)=[N:9]2)=[CH:5][CH:4]=1.[OH-].[Na+]. (7) Given the product [CH3:24][O:23][CH2:22][CH2:21][CH2:20][NH:19][C:17](=[O:18])[C:16]1[CH:25]=[CH:26][C:13]([CH2:12][N:11]2[C:10](=[O:27])[C:9]3[C:4](=[CH:5][CH:6]=[CH:7][CH:8]=3)[N:3]([CH2:35][C:34]3[CH:37]=[CH:38][C:31]([N+:28]([O-:30])=[O:29])=[CH:32][CH:33]=3)[C:2]2=[O:1])=[CH:14][CH:15]=1, predict the reactants needed to synthesize it. The reactants are: [O:1]=[C:2]1[N:11]([CH2:12][C:13]2[CH:26]=[CH:25][C:16]([C:17]([NH:19][CH2:20][CH2:21][CH2:22][O:23][CH3:24])=[O:18])=[CH:15][CH:14]=2)[C:10](=[O:27])[C:9]2[C:4](=[CH:5][CH:6]=[CH:7][CH:8]=2)[NH:3]1.[N+:28]([C:31]1[CH:38]=[CH:37][C:34]([CH2:35]Cl)=[CH:33][CH:32]=1)([O-:30])=[O:29].C(=O)([O-])[O-].[K+].[K+].